From a dataset of Forward reaction prediction with 1.9M reactions from USPTO patents (1976-2016). Predict the product of the given reaction. (1) Given the reactants [C:1](=[O:8])([O:3][C:4]([CH3:7])([CH3:6])[CH3:5])[NH2:2].[C:9](=O)(OC(C)(C)C)N.CN[C:19]1[N:24]=[CH:23][CH:22]=[CH:21][N:20]=1, predict the reaction product. The product is: [CH3:9][C:21]1[CH:22]=[CH:23][N:24]=[C:19]([NH:2][C:1](=[O:8])[O:3][C:4]([CH3:7])([CH3:6])[CH3:5])[N:20]=1. (2) Given the reactants [CH2:1]([O:3][C:4]([C:6]1([C:9]2[CH:14]=[CH:13][C:12]([C:15]3[CH:20]=[CH:19][C:18]([C:21]4[O:25][N:24]=[C:23]([CH3:26])[C:22]=4[CH2:27]Br)=[CH:17][CH:16]=3)=[CH:11][CH:10]=2)[CH2:8][CH2:7]1)=[O:5])[CH3:2].[CH:29]([Si:32]([CH:37]([CH3:39])[CH3:38])([CH:34]([CH3:36])[CH3:35])[SH:33])([CH3:31])[CH3:30], predict the reaction product. The product is: [CH2:1]([O:3][C:4]([C:6]1([C:9]2[CH:14]=[CH:13][C:12]([C:15]3[CH:20]=[CH:19][C:18]([C:21]4[O:25][N:24]=[C:23]([CH3:26])[C:22]=4[CH2:27][S:33][Si:32]([CH:34]([CH3:36])[CH3:35])([CH:37]([CH3:39])[CH3:38])[CH:29]([CH3:30])[CH3:31])=[CH:17][CH:16]=3)=[CH:11][CH:10]=2)[CH2:8][CH2:7]1)=[O:5])[CH3:2]. (3) Given the reactants NC1C=CC(C(OC)=O)=CN=1.C(C1C=CC=CC=1C(O)=O)CC1C=CC=CC=1.[CH2:29]([C:37]1[CH:54]=[CH:53][CH:52]=[CH:51][C:38]=1[CH:39]=[N:40][C:41]1[CH:46]=[CH:45][C:44]([C:47]([O:49][CH3:50])=[O:48])=[CH:43][N:42]=1)[CH2:30][C:31]1[CH:36]=[CH:35][CH:34]=[CH:33][CH:32]=1, predict the reaction product. The product is: [CH2:29]([C:37]1[CH:54]=[CH:53][CH:52]=[CH:51][C:38]=1[CH2:39][NH:40][C:41]1[CH:46]=[CH:45][C:44]([C:47]([O:49][CH3:50])=[O:48])=[CH:43][N:42]=1)[CH2:30][C:31]1[CH:32]=[CH:33][CH:34]=[CH:35][CH:36]=1. (4) The product is: [CH3:1][C:2]1[C:10]([CH3:11])=[CH:9][C:5]2[N:6]([C:20]3[S:21][C:17]([C:15]([OH:16])=[O:14])=[C:18]([C:23]4[CH:28]=[CH:27][CH:26]=[CH:25][CH:24]=4)[N:19]=3)[CH:7]=[N:8][C:4]=2[CH:3]=1. Given the reactants [CH3:1][C:2]1[C:10]([CH3:11])=[CH:9][C:5]2[N:6]=[CH:7][NH:8][C:4]=2[CH:3]=1.C([O:14][C:15]([C:17]1[S:21][C:20](Cl)=[N:19][C:18]=1[C:23]1[CH:28]=[CH:27][CH:26]=[CH:25][CH:24]=1)=[O:16])C, predict the reaction product. (5) Given the reactants [N:1]([C@H:4]([CH2:34][O:35][CH2:36][CH2:37][CH2:38][CH2:39][CH2:40][CH2:41][CH2:42][CH2:43][CH2:44][CH2:45][CH2:46][CH2:47][CH2:48][CH2:49][CH2:50][CH3:51])[CH2:5][S:6][CH2:7][C@@H:8]([C:27]([O:29][C:30]([CH3:33])([CH3:32])[CH3:31])=[O:28])[NH:9][C:10](=[O:26])[O:11][CH2:12][CH:13]1[C:25]2[CH:24]=[CH:23][CH:22]=[CH:21][C:20]=2[C:19]2[C:14]1=[CH:15][CH:16]=[CH:17][CH:18]=2)=[N+]=[N-].[C:52](Cl)(=[O:64])[CH2:53][CH2:54][CH2:55][CH2:56][CH2:57][CH2:58][CH2:59][CH2:60][CH2:61][CH2:62][CH3:63].CCN(C(C)C)C(C)C, predict the reaction product. The product is: [C:52]([NH:1][C@H:4]([CH2:34][O:35][CH2:36][CH2:37][CH2:38][CH2:39][CH2:40][CH2:41][CH2:42][CH2:43][CH2:44][CH2:45][CH2:46][CH2:47][CH2:48][CH2:49][CH2:50][CH3:51])[CH2:5][S:6][CH2:7][C@@H:8]([C:27]([O:29][C:30]([CH3:33])([CH3:32])[CH3:31])=[O:28])[NH:9][C:10](=[O:26])[O:11][CH2:12][CH:13]1[C:25]2[CH:24]=[CH:23][CH:22]=[CH:21][C:20]=2[C:19]2[C:14]1=[CH:15][CH:16]=[CH:17][CH:18]=2)(=[O:64])[CH2:53][CH2:54][CH2:55][CH2:56][CH2:57][CH2:58][CH2:59][CH2:60][CH2:61][CH2:62][CH3:63]. (6) Given the reactants [CH2:1]([O:8][C:9]1[CH:18]=[C:17]2[C:12]([C:13]([NH:22][CH2:23][CH2:24][NH:25][C:26](=[O:32])[O:27][C:28]([CH3:31])([CH3:30])[CH3:29])=[C:14]([N+:19]([O-])=O)[CH:15]=[N:16]2)=[CH:11][CH:10]=1)[C:2]1[CH:7]=[CH:6][CH:5]=[CH:4][CH:3]=1, predict the reaction product. The product is: [NH2:19][C:14]1[CH:15]=[N:16][C:17]2[C:12]([C:13]=1[NH:22][CH2:23][CH2:24][NH:25][C:26](=[O:32])[O:27][C:28]([CH3:31])([CH3:30])[CH3:29])=[CH:11][CH:10]=[C:9]([O:8][CH2:1][C:2]1[CH:3]=[CH:4][CH:5]=[CH:6][CH:7]=1)[CH:18]=2. (7) Given the reactants [C:1]([C:3]1[CH:4]=[C:5]([CH:27]=[CH:28][C:29]=1[CH3:30])[C:6]([NH:8][C:9]1[CH:14]=[CH:13][C:12]([CH2:15][N:16]2[CH2:21][CH2:20][N:19]([CH3:22])[CH2:18][CH2:17]2)=[C:11]([C:23]([F:26])([F:25])[F:24])[CH:10]=1)=[O:7])#[CH:2].Br[C:32]1[CH:41]=[CH:40][CH:39]=[C:38]2[C:33]=1[CH:34]=[N:35][CH:36]=[N:37]2, predict the reaction product. The product is: [N:37]1[C:38]2[C:33](=[C:32]([C:2]#[C:1][C:3]3[CH:4]=[C:5]([CH:27]=[CH:28][C:29]=3[CH3:30])[C:6]([NH:8][C:9]3[CH:14]=[CH:13][C:12]([CH2:15][N:16]4[CH2:17][CH2:18][N:19]([CH3:22])[CH2:20][CH2:21]4)=[C:11]([C:23]([F:25])([F:24])[F:26])[CH:10]=3)=[O:7])[CH:41]=[CH:40][CH:39]=2)[CH:34]=[N:35][CH:36]=1.